This data is from Reaction yield outcomes from USPTO patents with 853,638 reactions. The task is: Predict the reaction yield, written as a fraction of the theoretical maximum amount of product (1.0 means a 100% yield; for example, 0.34 means a 34% yield). (1) The reactants are [CH3:1][C:2]1[CH:7]=[CH:6][C:5]([S:8][C:9]2[CH:14]=[CH:13][C:12]([NH:15][C:16](=[O:18])[CH3:17])=[CH:11][CH:10]=2)=[C:4]([N+:19]([O-])=O)[CH:3]=1.Cl[Sn]Cl. No catalyst specified. The product is [NH2:19][C:4]1[CH:3]=[C:2]([CH3:1])[CH:7]=[CH:6][C:5]=1[S:8][C:9]1[CH:14]=[CH:13][C:12]([NH:15][C:16](=[O:18])[CH3:17])=[CH:11][CH:10]=1. The yield is 1.00. (2) The reactants are C([N:5]1[CH2:9][CH2:8][CH:7]([C:10](=O)[C:11]2[CH:16]=[CH:15][CH:14]=[N:13][CH:12]=2)C1=O)=CCC.Cl. The catalyst is O. The product is [CH:15]1[CH:14]=[N:13][CH:12]=[C:11]([C:10]2[CH2:7][CH2:8][CH2:9][N:5]=2)[CH:16]=1. The yield is 0.700. (3) The reactants are [CH2:1]([N:3]1[CH:7]([CH2:8][CH2:9][O:10][C:11]2[CH:17]=[CH:16][C:14]([NH2:15])=[CH:13][CH:12]=2)[CH:6]=[N:5][NH:4]1)[CH3:2].[C:18]1([C:24]2[O:28][N:27]=[CH:26][C:25]=2[CH2:29][CH2:30][C:31](O)=[O:32])[CH:23]=[CH:22][CH:21]=[CH:20][CH:19]=1.O.ON1C2C=CC=CC=2N=N1.Cl.C(N=C=NCCCN(C)C)C. The catalyst is O.CN(C)C=O. The product is [CH2:1]([N:3]1[CH:7]([CH2:8][CH2:9][O:10][C:11]2[CH:12]=[CH:13][C:14]([NH:15][C:31](=[O:32])[CH2:30][CH2:29][C:25]3[CH:26]=[N:27][O:28][C:24]=3[C:18]3[CH:19]=[CH:20][CH:21]=[CH:22][CH:23]=3)=[CH:16][CH:17]=2)[CH:6]=[N:5][NH:4]1)[CH3:2]. The yield is 0.760. (4) The catalyst is CN(C)C=O. The reactants are [OH:1][CH:2]([C:16]1[CH:21]=[CH:20][CH:19]=[CH:18][CH:17]=1)[C:3]1[CH:15]=[CH:14][C:6]([C:7]([O:9][C:10]([CH3:13])([CH3:12])[CH3:11])=[O:8])=[CH:5][CH:4]=1.[H-].[Na+].I[CH3:25]. The product is [CH3:25][O:1][CH:2]([C:16]1[CH:17]=[CH:18][CH:19]=[CH:20][CH:21]=1)[C:3]1[CH:4]=[CH:5][C:6]([C:7]([O:9][C:10]([CH3:13])([CH3:12])[CH3:11])=[O:8])=[CH:14][CH:15]=1. The yield is 0.860. (5) The reactants are [C:1]([O:5][C:6](=[O:31])[NH:7][CH2:8][CH2:9][CH:10]([NH2:30])[C:11]1[N:20]([CH2:21][C:22]2[CH:27]=[CH:26][CH:25]=[CH:24][CH:23]=2)[C:19](=[O:28])[C:18]2[C:13](=[CH:14][C:15]([Cl:29])=[CH:16][CH:17]=2)[N:12]=1)([CH3:4])([CH3:3])[CH3:2].CCN(C(C)C)C(C)C.[C:41]1([CH3:49])[CH:46]=[CH:45][C:44]([CH:47]=O)=[CH:43][CH:42]=1.C(O[BH-](OC(=O)C)OC(=O)C)(=O)C.[Na+]. The catalyst is C(Cl)Cl. The product is [C:1]([O:5][C:6](=[O:31])[NH:7][CH2:8][CH2:9][CH:10]([C:11]1[N:20]([CH2:21][C:22]2[CH:23]=[CH:24][CH:25]=[CH:26][CH:27]=2)[C:19](=[O:28])[C:18]2[C:13](=[CH:14][C:15]([Cl:29])=[CH:16][CH:17]=2)[N:12]=1)[NH:30][CH2:49][C:41]1[CH:46]=[CH:45][C:44]([CH3:47])=[CH:43][CH:42]=1)([CH3:4])([CH3:2])[CH3:3]. The yield is 0.880. (6) The reactants are [CH3:1][O:2][C:3]1[CH:8]=[C:7]([CH3:9])[C:6]([S:10]([N:13]2[CH2:18][CH2:17][CH2:16][CH2:15][C@H:14]2[CH2:19][O:20][CH2:21][C:22](O)=[O:23])(=[O:12])=[O:11])=[C:5]([CH3:25])[CH:4]=1.[CH3:26][CH2:27][N:28]([CH:32]([CH3:34])C)[CH:29]([CH3:31])C.CCN=C=N[CH2:40][CH2:41][CH2:42][N:43]([CH3:45])C.Cl.[CH:47]1[CH:48]=[CH:49][C:50]2N(O)N=[N:53][C:51]=2C=1.[Cl:57][CH2:58]Cl. No catalyst specified. The product is [ClH:57].[CH3:1][O:2][C:3]1[CH:4]=[C:5]([CH3:25])[C:6]([S:10]([N:13]2[CH2:18][CH2:17][CH2:16][CH2:15][C@H:14]2[CH2:19][O:20][CH2:21][C:22]([N:53]2[CH2:47][CH2:48][C:49]([C:58]3[CH:45]=[N:43][CH:42]=[CH:41][CH:40]=3)([CH2:34][CH2:32][N:28]3[CH2:27][CH2:26][CH2:31][CH2:29]3)[CH2:50][CH2:51]2)=[O:23])(=[O:12])=[O:11])=[C:7]([CH3:9])[CH:8]=1. The yield is 0.430.